From a dataset of Forward reaction prediction with 1.9M reactions from USPTO patents (1976-2016). Predict the product of the given reaction. Given the reactants [F:1][C:2]([F:7])([F:6])[C:3]([OH:5])=[O:4].[F:8][C:9]([F:14])([F:13])[C:10]([OH:12])=[O:11].FC(F)(F)C(O)=O.[Cl:22][C:23]1[CH:24]=[N:25][C:26]2[NH:27][C:28]3[CH:29]=[N:30][CH:31]=[C:32]([CH:54]=3)[CH2:33][CH2:34][C:35]3[CH:43]=[C:39]([NH:40][C:41]=1[N:42]=2)[CH:38]=[CH:37][C:36]=3[NH:44][C:45](=[O:53])[CH2:46][CH:47]1[CH2:52][CH2:51][NH:50][CH2:49][CH2:48]1.[CH3:55][C:56]1[O:60][N:59]=[CH:58][C:57]=1[C:61](Cl)=[O:62], predict the reaction product. The product is: [F:1][C:2]([F:7])([F:6])[C:3]([OH:5])=[O:4].[F:8][C:9]([F:14])([F:13])[C:10]([OH:12])=[O:11].[Cl:22][C:23]1[CH:24]=[N:25][C:26]2[NH:27][C:28]3[CH:29]=[N:30][CH:31]=[C:32]([CH:54]=3)[CH2:33][CH2:34][C:35]3[CH:43]=[C:39]([NH:40][C:41]=1[N:42]=2)[CH:38]=[CH:37][C:36]=3[NH:44][C:45](=[O:53])[CH2:46][CH:47]1[CH2:52][CH2:51][N:50]([C:61]([C:57]2[CH:58]=[N:59][O:60][C:56]=2[CH3:55])=[O:62])[CH2:49][CH2:48]1.